From a dataset of Reaction yield outcomes from USPTO patents with 853,638 reactions. Predict the reaction yield, written as a fraction of the theoretical maximum amount of product (1.0 means a 100% yield; for example, 0.34 means a 34% yield). (1) The reactants are C(O[CH2:9][CH3:10])(OCC)OCC.[NH:11]([C:13]1[N:14]=[C:15]2[CH:21]=[CH:20][N:19]([S:22]([C:25]3[CH:31]=[CH:30][C:28]([CH3:29])=[CH:27][CH:26]=3)(=[O:24])=[O:23])[C:16]2=[N:17]C=1)[NH2:12]. The catalyst is CN(C=O)C. The product is [S:22]([N:19]1[C:16]2[N:17]=[CH:9][C:10]3[N:14]([CH:13]=[N:11][N:12]=3)[C:15]=2[CH:21]=[CH:20]1)([C:25]1[CH:26]=[CH:27][C:28]([CH3:29])=[CH:30][CH:31]=1)(=[O:24])=[O:23]. The yield is 0.730. (2) The reactants are [CH3:1][O:2][C:3]1[CH:8]=[CH:7][CH:6]=[CH:5][C:4]=1[C:9]1[C:17]2[C:12](=[N:13][CH:14]=[C:15](B3OC(C)(C)C(C)(C)O3)[CH:16]=2)[N:11]([CH2:27][O:28]C(=O)C(C)(C)C)[N:10]=1.Br[C:36]1[CH:37]=[C:38]([CH:42]([OH:46])[C:43]([OH:45])=[O:44])[CH:39]=[CH:40][CH:41]=1. The catalyst is C1COCC1.C(#N)C.C1C=CC([PH+]([C]2[CH][CH][CH][CH]2)C2C=CC=CC=2)=CC=1.C1C=CC([PH+]([C]2[CH][CH][CH][CH]2)C2C=CC=CC=2)=CC=1.C(Cl)Cl.Cl[Pd]Cl.[Fe]. The product is [OH:46][CH:42]([C:38]1[CH:39]=[CH:40][CH:41]=[C:36]([C:15]2[CH:16]=[C:17]3[C:9]([C:4]4[CH:5]=[CH:6][CH:7]=[CH:8][C:3]=4[O:2][CH3:1])=[N:10][N:11]([CH2:27][OH:28])[C:12]3=[N:13][CH:14]=2)[CH:37]=1)[C:43]([OH:45])=[O:44]. The yield is 0.350. (3) The reactants are [F:1][C:2]1[CH:3]=[C:4]2[C:8](=[CH:9][CH:10]=1)[NH:7][C:6](=[O:11])[CH2:5]2.C[Si]([N-][Si](C)(C)C)(C)C.[Li+].[CH:22]([C:24]1[N:29]=[C:28]2[CH2:30][O:31][C:32](=O)[C:27]2=[CH:26][CH:25]=1)=[CH2:23].Cl. The catalyst is C1COCC1. The product is [F:1][C:2]1[CH:3]=[C:4]2[C:8](=[CH:9][CH:10]=1)[NH:7][C:6](=[O:11])[C:5]2=[C:32]1[C:27]2[C:28](=[N:29][C:24]([CH:22]=[CH2:23])=[CH:25][CH:26]=2)[CH2:30][O:31]1. The yield is 0.240. (4) The reactants are [CH2:1]([O:8][C:9]([O:11]N1C(=O)CCC1=O)=O)[C:2]1[CH:7]=[CH:6][CH:5]=[CH:4][CH:3]=1.[CH3:19][NH:20][CH2:21][C:22]1[C:30]2[C:25](=[CH:26][CH:27]=[CH:28][CH:29]=2)[NH:24][CH:23]=1.C(N(CC)CC)C. The catalyst is CN(C=O)C. The product is [CH2:1]([O:8][C:9]([N:20]([CH2:21][C:22]1[C:30]2[C:25](=[CH:26][CH:27]=[CH:28][CH:29]=2)[NH:24][CH:23]=1)[CH3:19])=[O:11])[C:2]1[CH:3]=[CH:4][CH:5]=[CH:6][CH:7]=1. The yield is 0.740. (5) The reactants are [C:4]([NH2:6])(=O)[C:3]1[C:3](=[CH:7]C=C[CH:7]=1)[C:4]([NH2:6])=O. The catalyst is CCO. The product is [CH2:4]([N:6]([CH2:4][CH2:3][CH3:7])[CH2:3][CH2:4][NH2:6])[CH2:3][CH3:7]. The yield is 0.740. (6) The reactants are FC1C=C(C2ON=C(C(N3C[C@H](CC(C)C)NC(=O)[C@@H]3CC(C)C)=O)C=2)C=CC=1F.[CH2:31]([C@@H:35]1[NH:40][CH2:39][C@H:38]([CH2:41][S:42][CH3:43])[NH:37][C:36]1=[O:44])[CH:32]([CH3:34])[CH3:33].[F:45][C:46]1[CH:51]=[CH:50][C:49]([C:52]2[CH:56]=[C:55]([C:57](O)=[O:58])[O:54][N:53]=2)=[CH:48][CH:47]=1. No catalyst specified. The product is [F:45][C:46]1[CH:47]=[CH:48][C:49]([C:52]2[CH:56]=[C:55]([C:57]([N:40]3[CH2:39][C@H:38]([CH2:41][S:42][CH3:43])[NH:37][C:36](=[O:44])[C@@H:35]3[CH2:31][CH:32]([CH3:34])[CH3:33])=[O:58])[O:54][N:53]=2)=[CH:50][CH:51]=1. The yield is 0.281.